From a dataset of B-cell epitopes from IEDB database with 3,159 antigens for binding position prediction. Token-level Classification. Given an antigen amino acid sequence, predict which amino acid positions are active epitope sites capable of antibody binding. Output is a list of indices for active positions. (1) Given the antigen sequence: LPVGAANFREAMRIGAEVYHNLKNVIKEKYGKDATNVGDEGGFAPNILENKEGLELLKTAIGKAGYTDKVVIGMDVAASEFFRSGKYDLDFKSPDDPSRYISPDQLADLYKSFIKDYPVVSIEDPFDQDDWGAWQKFTASAGIQVVGDDLTVTNPKRIAKAVNEKSCNCLLLKVNQIGSVTESLQACKLAQANGWGVMVSHRSGETEDTFIADLVVGLCTGQIKTGAPCRSERLAKYNQLLRIEEELGSKAKFAGRNFRNPLAK, which amino acid positions are active epitope sites? The epitope positions are: [130, 131, 132, 133, 134, 135, 136, 137, 138, 139, 140, 141, 142, 143, 144]. The amino acids at these positions are: WGAWQKFTASAGIQV. (2) Given the antigen sequence: GINPNIRTGVRTVTTGDSITYSTYGKFIADGGCAHGAYDVIICDECHSVDATTILGIGTVLDQAETAGARLVVLATATPPGTVTTPHANIEEVALGHEGEIPFYGKAIPLAFIKGGRHLIFCHSKKKCDELAAALRGMGINAVAYYRGLDVSVIPTQGDVVVVATDALMTGYTGDFDSVIDCNVAVTQIVDFSLDPTFTITTQTVPQEAVSRSQRRGRTGRGRLGTYRYVSSGERPSGMFDSVVLCECYDAGAAWYELTPAETTVRLRAYFNTPGLPVCQDHLEFWEAVFTGLTHIDAHFLSQTKQGGDNFAYLTAYQATVCARAKAPPPSWDVMWKCLARLKPTLIGPTPLLYRLGAVTNEVTLTHPVTKYIATCMQVNLEIMTSTWVLAGGVLAAVAAYCLATGCVSIIGRLHLNDQVVVTPDKEILYEAFDEMEECASKAALIEEGQRMAEMLKSKIQGLLQQATRQAQDIQ, which amino acid positions are active epitope sites? The epitope positions are: [179, 180, 181, 182, 183, 184, 185, 186, 187, 188, 189, 190, 191, 192]. The amino acids at these positions are: IDCNVAVTQIVDFS. (3) Given the antigen sequence: MENITSGFLGPLLVLQAGFFLLTRILTIPQSLDSWWTSLNFLGGSPVCLGQNSQSPTSNHSPTSCPPICPGYRWMCLRRFIIFLFILLLCLIFLLVLLDYQGMLPVCPLIPGSTTTSTGPCKTCTTPAQGNSMFPSCCCTKPTDGNCTCIPIPSSWAFAKYLWEWASVRFSWLSLLVPFVQWFVGLSPTVWLSAIWMMWYGGPSLYSIVSPFIPLLPIFFCLWVYI, which amino acid positions are active epitope sites? The epitope positions are: [114, 115, 116, 117, 118, 119, 120, 121, 122, 123, 124, 125, 126, 127, 128]. The amino acids at these positions are: TTSTGPCKTCTTPAQ.